This data is from Forward reaction prediction with 1.9M reactions from USPTO patents (1976-2016). The task is: Predict the product of the given reaction. Given the reactants [N:1]1[CH:6]=[CH:5][CH:4]=[CH:3][C:2]=1[CH:7]=[CH:8][C:9]1[C:17]2[C:12](=[CH:13][C:14]([NH:18][C:19]3[CH:27]=[CH:26][CH:25]=[CH:24][C:20]=3[C:21]([OH:23])=O)=[CH:15][CH:16]=2)[NH:11][N:10]=1.Cl.[CH3:29][O:30][NH2:31].C(N(CC)CC)C.CN(C(ON1N=NC2C=CC=NC1=2)=[N+](C)C)C.F[P-](F)(F)(F)(F)F, predict the reaction product. The product is: [CH3:29][O:30][NH:31][C:21](=[O:23])[C:20]1[CH:24]=[CH:25][CH:26]=[CH:27][C:19]=1[NH:18][C:14]1[CH:13]=[C:12]2[C:17]([C:9](/[CH:8]=[CH:7]/[C:2]3[CH:3]=[CH:4][CH:5]=[CH:6][N:1]=3)=[N:10][NH:11]2)=[CH:16][CH:15]=1.